Dataset: Forward reaction prediction with 1.9M reactions from USPTO patents (1976-2016). Task: Predict the product of the given reaction. (1) The product is: [OH:8][C:9]1[CH:10]=[CH:11][C:12]([O:13][CH:14]2[CH2:15][N:16]([C:18]3[CH:23]=[CH:22][C:21]([C@@H:24]([NH:26][C:27](=[O:29])[CH3:28])[CH3:25])=[CH:20][CH:19]=3)[CH2:17]2)=[CH:30][CH:31]=1. Given the reactants C([O:8][C:9]1[CH:31]=[CH:30][C:12]([O:13][CH:14]2[CH2:17][N:16]([C:18]3[CH:23]=[CH:22][C:21]([C@@H:24]([NH:26][C:27](=[O:29])[CH3:28])[CH3:25])=[CH:20][CH:19]=3)[CH2:15]2)=[CH:11][CH:10]=1)C1C=CC=CC=1, predict the reaction product. (2) Given the reactants COC1C=CC(C[CH2:8][CH2:9][CH2:10][S:11]([NH:14][C:15]2[C:16]([F:35])=[C:17]([NH:22][C:23]([C:25]3[C:29]4[N:30]=[CH:31][N:32]=[C:33](Cl)[C:28]=4[NH:27][CH:26]=3)=[O:24])[C:18]([F:21])=[CH:19][CH:20]=2)(=[O:13])=[O:12])=CC=1.[NH3:38], predict the reaction product. The product is: [F:35][C:16]1[C:15]([NH:14][S:11]([CH2:10][CH2:9][CH3:8])(=[O:13])=[O:12])=[CH:20][CH:19]=[C:18]([F:21])[C:17]=1[NH:22][C:23]([C:25]1[C:29]2[N:30]=[CH:31][N:32]=[C:33]([NH2:38])[C:28]=2[NH:27][CH:26]=1)=[O:24]. (3) Given the reactants [C:1]([O:9][C:10]1[C:18]([O:19][CH3:20])=[CH:17][C:13]([C:14]([OH:16])=O)=[C:12]([N+:21]([O-:23])=[O:22])[CH:11]=1)(=O)[C:2]1[CH:7]=[CH:6][CH:5]=[CH:4][CH:3]=1.[NH:24]1[CH2:29][CH2:28][CH2:27][CH2:26][C@@H:25]1[C:30]([O:32][CH3:33])=[O:31].C(Cl)CCl.CCN(C(C)C)C(C)C, predict the reaction product. The product is: [CH2:1]([O:9][C:10]1[C:18]([O:19][CH3:20])=[CH:17][C:13]([C:14]([N:24]2[CH2:29][CH2:28][CH2:27][CH2:26][C@@H:25]2[C:30]([O:32][CH3:33])=[O:31])=[O:16])=[C:12]([N+:21]([O-:23])=[O:22])[CH:11]=1)[C:2]1[CH:3]=[CH:4][CH:5]=[CH:6][CH:7]=1.